Predict the reaction yield, written as a fraction of the theoretical maximum amount of product (1.0 means a 100% yield; for example, 0.34 means a 34% yield). From a dataset of Reaction yield outcomes from USPTO patents with 853,638 reactions. (1) The reactants are [C:1]([O:5][C:6](=[O:28])[NH:7][C:8]1[CH:13]=[CH:12][C:11](/[CH:14]=[CH:15]/[C:16]2[C:17]([O:23][CH3:24])=[N:18][CH:19]=[CH:20][C:21]=2[I:22])=[C:10]([N+:25]([O-])=O)[CH:9]=1)([CH3:4])([CH3:3])[CH3:2].O. The catalyst is P(OCC)(OCC)OCC. The product is [C:1]([O:5][C:6](=[O:28])[NH:7][C:8]1[CH:9]=[C:10]2[C:11]([CH:14]=[C:15]([C:16]3[C:17]([O:23][CH3:24])=[N:18][CH:19]=[CH:20][C:21]=3[I:22])[NH:25]2)=[CH:12][CH:13]=1)([CH3:4])([CH3:3])[CH3:2]. The yield is 0.330. (2) The reactants are [CH:1]1([N:4]2[CH2:9][C:8]3([CH2:14][CH2:13][N:12]([S:15]([C:18]4[CH:23]=[CH:22][C:21](B5OC(C)(C)C(C)(C)O5)=[CH:20][CH:19]=4)(=[O:17])=[O:16])[CH2:11][CH2:10]3)[O:7][CH2:6][C:5]2=[O:33])[CH2:3][CH2:2]1.Br[C:35]1[CH:44]=[C:43]2[C:38]([CH:39]=[C:40]([N:45]3[C:53](=[O:54])[C:52]4[C:47](=[CH:48][CH:49]=[CH:50][CH:51]=4)[C:46]3=[O:55])[CH:41]=[N:42]2)=[CH:37][CH:36]=1.C([O-])(=O)C.[K+]. The catalyst is O1CCOCC1.O.C1C=CC(P(C2C=CC=CC=2)[C-]2C=CC=C2)=CC=1.C1C=CC(P(C2C=CC=CC=2)[C-]2C=CC=C2)=CC=1.Cl[Pd]Cl.[Fe+2].ClCCl. The product is [CH:1]1([N:4]2[CH2:9][C:8]3([CH2:10][CH2:11][N:12]([S:15]([C:18]4[CH:23]=[CH:22][C:21]([C:35]5[CH:44]=[C:43]6[C:38]([CH:39]=[C:40]([N:45]7[C:53](=[O:54])[C:52]8[C:47](=[CH:48][CH:49]=[CH:50][CH:51]=8)[C:46]7=[O:55])[CH:41]=[N:42]6)=[CH:37][CH:36]=5)=[CH:20][CH:19]=4)(=[O:17])=[O:16])[CH2:13][CH2:14]3)[O:7][CH2:6][C:5]2=[O:33])[CH2:2][CH2:3]1. The yield is 0.480. (3) The yield is 0.600. The product is [OH:7][C:8]1[N:12]([C:13]2[CH:18]=[C:17]([C:19]([O:21][CH3:22])=[O:20])[CH:16]=[CH:15][N:14]=2)[N:11]=[CH:10][CH:9]=1. The reactants are BrC1C=CC(C[O:7][C:8]2[N:12]([C:13]3[CH:18]=[C:17]([C:19]([O:21][CH3:22])=[O:20])[CH:16]=[CH:15][N:14]=3)[N:11]=[CH:10][CH:9]=2)=CC=1.B(Br)(Br)Br.CO.C([O-])(O)=O.[Na+]. The catalyst is C(Cl)Cl. (4) The reactants are [N:1]([C:4]1[CH:11]=[C:10]([CH3:12])[C:7]([C:8]#[N:9])=[C:6]([CH3:13])[N:5]=1)=[C:2]=S.C(N(CC)CC)C.Cl.Cl.[NH2:23][CH2:24][C:25]1([OH:33])[CH:30]2[CH2:31][CH2:32][N:27]([CH2:28][CH2:29]2)[CH2:26]1.C(N=C=NC(C)C)(C)C. The catalyst is CN(C)C=O. The product is [N:27]12[CH2:32][CH2:31][CH:30]([CH2:29][CH2:28]1)[C@@:25]1([O:33][C:2]([NH:1][C:4]3[CH:11]=[C:10]([CH3:12])[C:7]([C:8]#[N:9])=[C:6]([CH3:13])[N:5]=3)=[N:23][CH2:24]1)[CH2:26]2. The yield is 0.660. (5) The reactants are [Cl:1][CH:2]([CH2:6][C:7]1[CH:12]=[C:11]([N:13]2[C:17](=[O:18])[N:16]([CH:19]([F:21])[F:20])[C:15]([CH3:22])=[N:14]2)[C:10]([F:23])=[CH:9][C:8]=1[Cl:24])[C:3]([OH:5])=[O:4].[CH2:25](O)[CH3:26].C=C1C=CC(S(O)(=O)=O)=CC1. The catalyst is CC1C=CC=CC=1. The product is [CH3:25][CH2:26][O:4][C:3]([CH:2]([Cl:1])[CH2:6][C:7]1[CH:12]=[C:11]([N:13]2[N:14]=[C:15]([CH3:22])[N:16]([CH:19]([F:20])[F:21])[C:17]2=[O:18])[C:10]([F:23])=[CH:9][C:8]=1[Cl:24])=[O:5]. The yield is 0.930. (6) The reactants are S(Cl)(Cl)=O.[S:5]1[CH:9]=[CH:8][CH:7]=[C:6]1[CH2:10][C:11]([OH:13])=[O:12].[C:14](=O)(O)[O-].[Na+]. The catalyst is CO. The product is [S:5]1[CH:9]=[CH:8][CH:7]=[C:6]1[CH2:10][C:11]([O:13][CH3:14])=[O:12]. The yield is 0.980. (7) The reactants are Cl.[NH:2]([C:4]1[CH:9]=[C:8]([C:10]#[N:11])[CH:7]=[CH:6][N:5]=1)[NH2:3].CN(C)/[CH:14]=[CH:15]/[C:16]([C:18]1[CH:23]=[CH:22][C:21]([CH3:24])=[C:20]([O:25][CH3:26])[CH:19]=1)=O. No catalyst specified. The product is [CH3:26][O:25][C:20]1[CH:19]=[C:18]([C:16]2[N:2]([C:4]3[CH:9]=[C:8]([C:10]#[N:11])[CH:7]=[CH:6][N:5]=3)[N:3]=[CH:14][CH:15]=2)[CH:23]=[CH:22][C:21]=1[CH3:24]. The yield is 1.00. (8) The reactants are [Cl:1][C:2]1[CH:3]=[C:4]([CH:6]=[CH:7][C:8]=1[F:9])[NH2:5].Br.Br[CH:12]([C:14]1[CH:15]=[C:16]([C:31]([N:33]([CH3:35])[CH3:34])=[O:32])[CH:17]=[C:18]2[C:23]=1[O:22][C:21]([N:24]1[CH2:29][CH2:28][O:27][CH2:26][CH2:25]1)=[CH:20][C:19]2=[O:30])[CH3:13]. No catalyst specified. The product is [Cl:1][C:2]1[CH:3]=[C:4]([NH:5][CH:12]([C:14]2[CH:15]=[C:16]([C:31]([N:33]([CH3:35])[CH3:34])=[O:32])[CH:17]=[C:18]3[C:23]=2[O:22][C:21]([N:24]2[CH2:29][CH2:28][O:27][CH2:26][CH2:25]2)=[CH:20][C:19]3=[O:30])[CH3:13])[CH:6]=[CH:7][C:8]=1[F:9]. The yield is 0.631. (9) The reactants are O.[OH-].[Li+].C[O:5][C:6](=[O:17])[C:7]1[CH:12]=[CH:11][C:10]([CH2:13][O:14][CH3:15])=[N:9][C:8]=1[NH2:16].O1CCCC1.C(O)(=O)C. The catalyst is O.CO. The product is [NH2:16][C:8]1[N:9]=[C:10]([CH2:13][O:14][CH3:15])[CH:11]=[CH:12][C:7]=1[C:6]([OH:17])=[O:5]. The yield is 0.800. (10) The reactants are [C:1]([O:5][C:6]([N:8]1[CH2:13][CH2:12][N:11]([C:14]2[CH:15]=[N:16][C:17]([N+:20]([O-])=O)=[CH:18][CH:19]=2)[CH2:10][CH:9]1[CH3:23])=[O:7])([CH3:4])([CH3:3])[CH3:2].[H][H]. The catalyst is [Pd]. The product is [C:1]([O:5][C:6]([N:8]1[CH2:13][CH2:12][N:11]([C:14]2[CH:15]=[N:16][C:17]([NH2:20])=[CH:18][CH:19]=2)[CH2:10][CH:9]1[CH3:23])=[O:7])([CH3:4])([CH3:2])[CH3:3]. The yield is 0.980.